From a dataset of Forward reaction prediction with 1.9M reactions from USPTO patents (1976-2016). Predict the product of the given reaction. (1) Given the reactants [CH2:1]([N:5]([C:15]1[S:16][C:17]([C:20]2[CH:21]=[N:22][C:23]([O:26]C)=[CH:24][CH:25]=2)=[N:18][N:19]=1)[C:6](=[O:14])[C:7]1[CH:12]=[CH:11][CH:10]=[CH:9][C:8]=1[F:13])[CH2:2][CH2:3][CH3:4].[I-].[Na+].C[Si](Cl)(C)C, predict the reaction product. The product is: [CH2:1]([N:5]([C:15]1[S:16][C:17]([C:20]2[CH:25]=[CH:24][C:23](=[O:26])[NH:22][CH:21]=2)=[N:18][N:19]=1)[C:6](=[O:14])[C:7]1[CH:12]=[CH:11][CH:10]=[CH:9][C:8]=1[F:13])[CH2:2][CH2:3][CH3:4]. (2) Given the reactants [CH3:1][O:2][C:3](=[O:32])[CH:4]=[CH:5][C:6]1[CH:11]=[CH:10][C:9]([O:12][C:13]2[CH:18]=[CH:17][C:16]([CH2:19][CH:20]([NH:24][C:25]([O:27][C:28]([CH3:31])([CH3:30])[CH3:29])=[O:26])[C:21]([OH:23])=[O:22])=[CH:15][CH:14]=2)=[CH:8][CH:7]=1.[H][H], predict the reaction product. The product is: [C:28]([O:27][C:25]([NH:24][CH:20]([CH2:19][C:16]1[CH:17]=[CH:18][C:13]([O:12][C:9]2[CH:8]=[CH:7][C:6]([CH2:5][CH2:4][C:3]([O:2][CH3:1])=[O:32])=[CH:11][CH:10]=2)=[CH:14][CH:15]=1)[C:21]([OH:23])=[O:22])=[O:26])([CH3:30])([CH3:31])[CH3:29]. (3) The product is: [CH3:1][C:2]1([C:9]2[CH:10]=[CH:11][CH:12]=[CH:13][CH:14]=2)[NH:6][C:5](=[O:7])[N:4]([CH2:37][CH2:38][CH:32]([O:31][C:19]2[CH:20]=[CH:21][C:22]3[C:23]([C:27]([F:30])([F:28])[F:29])=[N:24][O:25][C:26]=3[C:18]=2[CH2:15][CH2:16][CH3:17])[CH3:33])[C:3]1=[O:8]. Given the reactants [CH3:1][C:2]1([C:9]2[CH:14]=[CH:13][CH:12]=[CH:11][CH:10]=2)[NH:6][C:5](=[O:7])[NH:4][C:3]1=[O:8].[CH2:15]([C:18]1[C:26]2[O:25][N:24]=[C:23]([C:27]([F:30])([F:29])[F:28])[C:22]=2[CH:21]=[CH:20][C:19]=1[O:31][CH2:32][CH2:33]CCBr)[CH2:16][CH3:17].[C:37]1(C)C=CC=C[CH:38]=1, predict the reaction product. (4) Given the reactants [Cl:1][C:2]1[C:3]([F:31])=[C:4]([CH:8]2[C:12]([C:15]3[CH:20]=[CH:19][C:18]([Cl:21])=[CH:17][C:16]=3[F:22])([C:13]#[N:14])[CH:11]([CH2:23][C:24]([CH3:27])([CH3:26])[CH3:25])[NH:10][CH:9]2[C:28](O)=[O:29])[CH:5]=[CH:6][CH:7]=1.[CH3:32][C:33]([O:42][CH2:43][C@@H:44]1[CH2:46][O:45]1)([CH3:41])[CH2:34][N:35]1[CH:39]=[CH:38][C:37]([NH2:40])=[N:36]1.CN(C(ON1N=NC2C=CC=NC1=2)=[N+](C)C)C.F[P-](F)(F)(F)(F)F.CCN(C(C)C)C(C)C, predict the reaction product. The product is: [CH3:41][C:33]([O:42][CH2:43][C@@H:44]1[CH2:46][O:45]1)([CH3:32])[CH2:34][N:35]1[CH:39]=[CH:38][C:37]([NH:40][C:28]([CH:9]2[CH:8]([C:4]3[CH:5]=[CH:6][CH:7]=[C:2]([Cl:1])[C:3]=3[F:31])[C:12]([C:15]3[CH:20]=[CH:19][C:18]([Cl:21])=[CH:17][C:16]=3[F:22])([C:13]#[N:14])[CH:11]([CH2:23][C:24]([CH3:27])([CH3:26])[CH3:25])[NH:10]2)=[O:29])=[N:36]1. (5) Given the reactants N1C=CN=C1.[CH3:6][C:7]([C@@H:9]1[C@@:13]2([CH3:28])[CH2:14][CH2:15][C@@H:16]3[C@@:21]4([CH3:27])[CH2:22][CH2:23][C@H:24]([OH:26])[CH2:25][C:20]4=[CH:19][CH2:18][C@H:17]3[C@@H:12]2[CH2:11][CH2:10]1)=[O:8].[Si:29](OS(C(F)(F)F)(=O)=O)([C:32]([CH3:35])([CH3:34])[CH3:33])([CH3:31])[CH3:30], predict the reaction product. The product is: [CH3:33][C:32]([Si:29]([CH3:31])([CH3:30])[O:26][C@@H:24]1[CH2:25][C:20]2[C@@:21]([CH3:27])([C@@H:16]3[C@@H:17]([CH2:18][CH:19]=2)[C@H:12]2[C@@:13]([CH3:28])([C@@H:9]([C:7](=[O:8])[CH3:6])[CH2:10][CH2:11]2)[CH2:14][CH2:15]3)[CH2:22][CH2:23]1)([CH3:35])[CH3:34].